Dataset: Catalyst prediction with 721,799 reactions and 888 catalyst types from USPTO. Task: Predict which catalyst facilitates the given reaction. (1) Reactant: [C:1]([C:5]1[C:9]([Cl:10])=[C:8]([C:11]2[NH:28][C:14]3[C:15]([O:26][CH3:27])=[N:16][C:17]([C:19]4[CH:24]=[CH:23][CH:22]=[CH:21][C:20]=4[Cl:25])=[CH:18][C:13]=3[N:12]=2)[N:7]([CH3:29])[N:6]=1)([CH3:4])([CH3:3])[CH3:2].O1CCCC1.C[O-].[K+:37]. Product: [C:1]([C:5]1[C:9]([Cl:10])=[C:8]([C:11]2[N-:28][C:14]3[C:15]([O:26][CH3:27])=[N:16][C:17]([C:19]4[CH:24]=[CH:23][CH:22]=[CH:21][C:20]=4[Cl:25])=[CH:18][C:13]=3[N:12]=2)[N:7]([CH3:29])[N:6]=1)([CH3:4])([CH3:2])[CH3:3].[K+:37]. The catalyst class is: 5. (2) Reactant: C([O:4][C:5]1[CH:13]=[C:12]([Cl:14])[CH:11]=[C:10]2[C:6]=1[CH2:7][CH2:8][CH2:9]2)C=C.[CH2:15](OC1C2CCCC=2C=CC=1CC=C)[C:16]1C=CC=C[CH:17]=1. Product: [CH2:17]([C:13]1[C:12]([Cl:14])=[CH:11][C:10]2[CH2:9][CH2:8][CH2:7][C:6]=2[C:5]=1[OH:4])[CH:16]=[CH2:15]. The catalyst class is: 728. (3) Reactant: [H-].[Na+].Cl[C:4]1[CH:10]=[CH:9][CH:8]=[CH:7][C:5]=1[NH2:6].Cl[C:12]1[CH:17]=[CH:16][CH:15]=[C:14]([Cl:18])[C:13]=1[N+:19]([O-:21])=[O:20].[ClH:22]. Product: [Cl:18][C:14]1[C:13]([N+:19]([O-:21])=[O:20])=[C:12]([CH:17]=[CH:16][CH:15]=1)[NH:6][C:5]1[CH:7]=[CH:8][CH:9]=[C:10]([Cl:22])[CH:4]=1. The catalyst class is: 20.